This data is from Aqueous solubility values for 9,982 compounds from the AqSolDB database. The task is: Regression/Classification. Given a drug SMILES string, predict its absorption, distribution, metabolism, or excretion properties. Task type varies by dataset: regression for continuous measurements (e.g., permeability, clearance, half-life) or binary classification for categorical outcomes (e.g., BBB penetration, CYP inhibition). For this dataset (solubility_aqsoldb), we predict Y. The drug is Clc1cc(Cl)c(Cl)c(-c2c(Cl)c(Cl)c(Cl)c(Cl)c2Cl)c1. The Y is -9.42 log mol/L.